From a dataset of Choline transporter screen with 302,306 compounds. Binary Classification. Given a drug SMILES string, predict its activity (active/inactive) in a high-throughput screening assay against a specified biological target. (1) The compound is S(=O)(=O)(/N=C1\C([n+]2cc(Cc3ccccc3)ccc2)=C([O-])c2c(C1=O)cccc2)c1sccc1. The result is 0 (inactive). (2) The compound is FC(F)(F)c1c(C(=O)NC(=O)Nc2c(cccc2C)C)c(OC)ncc1. The result is 0 (inactive). (3) The compound is O=C(Nc1ccc(OC)cc1)c1[nH]c(c(c1CC)C(=O)C)C. The result is 0 (inactive). (4) The molecule is S=C(N1CCC(N2CCCCC2)(CC1)C(=O)N)Nc1c(cc(cc1)C)C. The result is 0 (inactive). (5) The molecule is Clc1cc(C(=O)NCC2CCN(CC2)c2ccc(S(=O)(=O)N3CCOCC3)cc2)ccc1. The result is 0 (inactive). (6) The drug is Oc1c(N2CCN(CC2)c2ncccn2)cccc1. The result is 0 (inactive).